This data is from Full USPTO retrosynthesis dataset with 1.9M reactions from patents (1976-2016). The task is: Predict the reactants needed to synthesize the given product. The reactants are: [OH:1][C:2]([CH3:21])([CH3:20])[CH2:3][NH:4][C:5]([C:7]1[S:8][CH:9]=[C:10]([C:12]([N:14]2[CH2:18][CH2:17][CH2:16][C@@H:15]2[CH3:19])=[O:13])[N:11]=1)=[O:6].Br[C:23]1[CH:28]=[CH:27][C:26]([C:29]([OH:38])([C:34]([F:37])([F:36])[F:35])[C:30]([F:33])([F:32])[F:31])=[C:25]([F:39])[C:24]=1[F:40]. Given the product [F:40][C:24]1[C:25]([F:39])=[C:26]([C:29]([OH:38])([C:30]([F:31])([F:32])[F:33])[C:34]([F:35])([F:36])[F:37])[CH:27]=[CH:28][C:23]=1[C:9]1[S:8][C:7]([C:5]([NH:4][CH2:3][C:2]([OH:1])([CH3:20])[CH3:21])=[O:6])=[N:11][C:10]=1[C:12]([N:14]1[CH2:18][CH2:17][CH2:16][C@@H:15]1[CH3:19])=[O:13], predict the reactants needed to synthesize it.